From a dataset of Forward reaction prediction with 1.9M reactions from USPTO patents (1976-2016). Predict the product of the given reaction. (1) Given the reactants [I:1][C:2]1[C:10]2[C:5](=[CH:6][CH:7]=[C:8]([C:11]3[S:15][C:14]([NH:16]CC4C=CC(OC)=CC=4)=[N:13][N:12]=3)[CH:9]=2)[N:4]([S:26]([C:29]2[CH:35]=[CH:34][C:32]([CH3:33])=[CH:31][CH:30]=2)(=[O:28])=[O:27])[CH:3]=1.C(O)(C(F)(F)F)=O, predict the reaction product. The product is: [I:1][C:2]1[C:10]2[C:5](=[CH:6][CH:7]=[C:8]([C:11]3[S:15][C:14]([NH2:16])=[N:13][N:12]=3)[CH:9]=2)[N:4]([S:26]([C:29]2[CH:35]=[CH:34][C:32]([CH3:33])=[CH:31][CH:30]=2)(=[O:27])=[O:28])[CH:3]=1. (2) Given the reactants C[O:2][C:3](=[O:38])[C:4]1[CH:9]=[CH:8][C:7]([C:10]2[N:11]([CH2:31][C:32]3[CH:37]=[CH:36][CH:35]=[CH:34][CH:33]=3)[C:12](=[O:30])[N:13]([CH2:15][C:16]3[CH:21]=[CH:20][C:19]([C:22]([F:28])([F:27])[P:23]([OH:26])([OH:25])=[O:24])=[C:18]([Br:29])[CH:17]=3)[CH:14]=2)=[CH:6][CH:5]=1.[OH-].[Na+], predict the reaction product. The product is: [CH2:31]([N:11]1[C:10]([C:7]2[CH:6]=[CH:5][C:4]([C:3]([OH:38])=[O:2])=[CH:9][CH:8]=2)=[CH:14][N:13]([CH2:15][C:16]2[CH:21]=[CH:20][C:19]([C:22]([F:27])([F:28])[P:23]([OH:26])([OH:25])=[O:24])=[C:18]([Br:29])[CH:17]=2)[C:12]1=[O:30])[C:32]1[CH:33]=[CH:34][CH:35]=[CH:36][CH:37]=1. (3) Given the reactants [CH2:1]([N:3]1[CH:7]=[C:6]([C:8]2[CH:13]=[CH:12][N:11]=[C:10]3[NH:14][CH:15]=[CH:16][C:9]=23)[C:5]([C:17]2[CH:23]=[CH:22][C:20]([NH2:21])=[CH:19][CH:18]=2)=[N:4]1)[CH3:2].[CH:24]1([N:30]=[C:31]=[O:32])[CH2:29][CH2:28][CH2:27][CH2:26][CH2:25]1, predict the reaction product. The product is: [CH:24]1([NH:30][C:31]([NH:21][C:20]2[CH:22]=[CH:23][C:17]([C:5]3[C:6]([C:8]4[CH:13]=[CH:12][N:11]=[C:10]5[NH:14][CH:15]=[CH:16][C:9]=45)=[CH:7][N:3]([CH2:1][CH3:2])[N:4]=3)=[CH:18][CH:19]=2)=[O:32])[CH2:29][CH2:28][CH2:27][CH2:26][CH2:25]1.